From a dataset of Peptide-MHC class II binding affinity with 134,281 pairs from IEDB. Regression. Given a peptide amino acid sequence and an MHC pseudo amino acid sequence, predict their binding affinity value. This is MHC class II binding data. (1) The peptide sequence is KRNQTFLQGLRYFLM. The MHC is DRB1_0101 with pseudo-sequence DRB1_0101. The binding affinity (normalized) is 0.715. (2) The peptide sequence is TRILTIPQSLDSWWT. The MHC is HLA-DQA10401-DQB10402 with pseudo-sequence HLA-DQA10401-DQB10402. The binding affinity (normalized) is 0.251. (3) The peptide sequence is YDKFLANVSTVLTEK. The MHC is DRB1_1001 with pseudo-sequence DRB1_1001. The binding affinity (normalized) is 0.636.